From a dataset of NCI-60 drug combinations with 297,098 pairs across 59 cell lines. Regression. Given two drug SMILES strings and cell line genomic features, predict the synergy score measuring deviation from expected non-interaction effect. (1) Synergy scores: CSS=36.6, Synergy_ZIP=4.60, Synergy_Bliss=2.43, Synergy_Loewe=-12.5, Synergy_HSA=2.20. Drug 1: C1=CC(=C2C(=C1NCCNCCO)C(=O)C3=C(C=CC(=C3C2=O)O)O)NCCNCCO. Drug 2: CC(C)CN1C=NC2=C1C3=CC=CC=C3N=C2N. Cell line: T-47D. (2) Drug 1: CN(CCCl)CCCl.Cl. Drug 2: CC12CCC3C(C1CCC2OP(=O)(O)O)CCC4=C3C=CC(=C4)OC(=O)N(CCCl)CCCl.[Na+]. Cell line: SF-539. Synergy scores: CSS=3.48, Synergy_ZIP=-11.1, Synergy_Bliss=-12.0, Synergy_Loewe=-27.1, Synergy_HSA=-12.5. (3) Drug 1: C1CC(C1)(C(=O)O)C(=O)O.[NH2-].[NH2-].[Pt+2]. Drug 2: CC1=C2C(C(=O)C3(C(CC4C(C3C(C(C2(C)C)(CC1OC(=O)C(C(C5=CC=CC=C5)NC(=O)OC(C)(C)C)O)O)OC(=O)C6=CC=CC=C6)(CO4)OC(=O)C)O)C)O. Cell line: SK-MEL-28. Synergy scores: CSS=4.81, Synergy_ZIP=-0.140, Synergy_Bliss=-0.602, Synergy_Loewe=-3.39, Synergy_HSA=-3.69. (4) Drug 1: CCCS(=O)(=O)NC1=C(C(=C(C=C1)F)C(=O)C2=CNC3=C2C=C(C=N3)C4=CC=C(C=C4)Cl)F. Drug 2: C#CCC(CC1=CN=C2C(=N1)C(=NC(=N2)N)N)C3=CC=C(C=C3)C(=O)NC(CCC(=O)O)C(=O)O. Cell line: HL-60(TB). Synergy scores: CSS=5.04, Synergy_ZIP=-4.02, Synergy_Bliss=-12.7, Synergy_Loewe=-48.3, Synergy_HSA=-19.4. (5) Drug 1: CN(C)N=NC1=C(NC=N1)C(=O)N. Drug 2: CN(C(=O)NC(C=O)C(C(C(CO)O)O)O)N=O. Cell line: T-47D. Synergy scores: CSS=3.16, Synergy_ZIP=-1.98, Synergy_Bliss=-1.68, Synergy_Loewe=-1.77, Synergy_HSA=-1.40.